This data is from Full USPTO retrosynthesis dataset with 1.9M reactions from patents (1976-2016). The task is: Predict the reactants needed to synthesize the given product. (1) Given the product [Br:36][C:33]1[CH:34]=[CH:35][C:30]([C@:17]2([S:20]([C:23]3[CH:28]=[CH:27][C:26]([F:29])=[CH:25][CH:24]=3)(=[O:21])=[O:22])[CH2:18][CH2:19][NH:15][CH2:16]2)=[CH:31][C:32]=1[F:37], predict the reactants needed to synthesize it. The reactants are: ClC(OC(Cl)C)=O.C([N:15]1[CH2:19][CH2:18][C@:17]([C:30]2[CH:35]=[CH:34][C:33]([Br:36])=[C:32]([F:37])[CH:31]=2)([S:20]([C:23]2[CH:28]=[CH:27][C:26]([F:29])=[CH:25][CH:24]=2)(=[O:22])=[O:21])[CH2:16]1)C1C=CC=CC=1. (2) Given the product [Br:15][C:3]1[C:2]([Br:1])=[CH:11][C:10]2[NH:12][C:13](=[O:14])[N:8]3[C:9]=2[C:4]=1[CH2:5][CH2:6][CH2:7]3, predict the reactants needed to synthesize it. The reactants are: [Br:1][C:2]1[CH:3]=[C:4]2[C:9]3=[C:10]([NH:12][C:13](=[O:14])[N:8]3[CH2:7][CH2:6][CH2:5]2)[CH:11]=1.[Br:15]N1C(=O)CCC1=O.O. (3) Given the product [CH:1]([O:4][C:5]([N:6]1[CH:7]([CH2:30][CH3:31])[CH2:8][C:9](=[O:12])[C@@H:10]1[CH2:11][C:57]1[CH:58]=[CH:59][CH:60]=[CH:61][CH:62]=1)=[O:32])([CH3:3])[CH3:2], predict the reactants needed to synthesize it. The reactants are: [CH:1]([O:4][C:5](=[O:32])[NH:6][C@H:7]([CH2:30][CH3:31])[CH2:8][CH:9]([O:12][Si](C(C)(C)C)(C1C=CC=CC=1)C1C=CC=CC=1)[CH:10]=[CH2:11])([CH3:3])[CH3:2].[C:57]1(P([C:57]2[CH:62]=[CH:61][CH:60]=[CH:59][CH:58]=2)CCCCP([C:57]2[CH:62]=[CH:61][CH:60]=[CH:59][CH:58]=2)[C:57]2[CH:62]=[CH:61][CH:60]=[CH:59][CH:58]=2)[CH:62]=[CH:61][CH:60]=[CH:59][CH:58]=1.BrC1C=CC=CC=1.C([O-])([O-])=O.[Cs+].[Cs+]. (4) Given the product [ClH:35].[ClH:35].[F:26][C:23]1[CH:24]=[CH:25][C:20]([NH:7][CH2:8][C:9]2[N:10]=[C:11]([N:14]3[CH2:19][CH2:18][CH2:17][CH2:16][CH2:15]3)[S:12][CH:13]=2)=[CH:21][CH:22]=1, predict the reactants needed to synthesize it. The reactants are: C(OC(=O)[N:7]([C:20]1[CH:25]=[CH:24][C:23]([F:26])=[CH:22][CH:21]=1)[CH2:8][C:9]1[N:10]=[C:11]([N:14]2[CH2:19][CH2:18][CH2:17][CH2:16][CH2:15]2)[S:12][CH:13]=1)(C)(C)C.FC(F)(F)C(O)=O.[Cl:35]CCl. (5) Given the product [CH:28]1([C:34]([C:16]2[CH:17]=[CH:18][CH:19]=[CH:20][CH:21]=2)=[CH2:36])[CH2:33][CH2:32][CH2:31][CH2:30][CH2:29]1, predict the reactants needed to synthesize it. The reactants are: [I-].C[P+]([C:16]1[CH:21]=[CH:20][CH:19]=[CH:18][CH:17]=1)([C:16]1[CH:21]=[CH:20][CH:19]=[CH:18][CH:17]=1)[C:16]1[CH:21]=[CH:20][CH:19]=[CH:18][CH:17]=1.CC([O-])(C)C.[K+].[CH:28]1([C:34]([C:36]2C=CC=CC=2)=O)[CH2:33][CH2:32][CH2:31][CH2:30][CH2:29]1. (6) Given the product [F:39][C:23]1[C:24]([NH:26][C:27]2[CH:28]=[CH:29][CH:30]=[C:31]3[C:36]=2[C:35](=[O:37])[N:34]([CH3:38])[CH2:33][CH2:32]3)=[CH:25][C:20]([NH:9][C:10]2[CH:11]=[N:12][N:13]([CH2:15][C:16]([OH:18])=[O:17])[CH:14]=2)=[N:21][CH:22]=1, predict the reactants needed to synthesize it. The reactants are: CC(C)([O-])C.[Na+].Cl.Cl.[NH2:9][C:10]1[CH:11]=[N:12][N:13]([CH2:15][C:16]([OH:18])=[O:17])[CH:14]=1.Cl[C:20]1[CH:25]=[C:24]([NH:26][C:27]2[CH:28]=[CH:29][CH:30]=[C:31]3[C:36]=2[C:35](=[O:37])[N:34]([CH3:38])[CH2:33][CH2:32]3)[C:23]([F:39])=[CH:22][N:21]=1.CC1(C)C2C=CC=C(P(C3C=CC=CC=3)C3C=CC=CC=3)C=2OC2C1=CC=CC=2P(C1C=CC=CC=1)C1C=CC=CC=1.